This data is from Catalyst prediction with 721,799 reactions and 888 catalyst types from USPTO. The task is: Predict which catalyst facilitates the given reaction. (1) Reactant: Br[CH2:2][CH2:3][O:4][C:5]1[CH:10]=[CH:9][CH:8]=[CH:7][C:6]=1[CH3:11].[CH3:12][C:13]1[S:14][C:15]2[CH:21]=[CH:20][C:19]([O:22][CH2:23][C@H:24]([OH:32])[CH2:25][N:26]3[CH2:31][CH2:30][NH:29][CH2:28][CH2:27]3)=[CH:18][C:16]=2[N:17]=1.CCN(C(C)C)C(C)C. Product: [CH3:12][C:13]1[S:14][C:15]2[CH:21]=[CH:20][C:19]([O:22][CH2:23][C@H:24]([OH:32])[CH2:25][N:26]3[CH2:27][CH2:28][N:29]([CH2:2][CH2:3][O:4][C:5]4[CH:10]=[CH:9][CH:8]=[CH:7][C:6]=4[CH3:11])[CH2:30][CH2:31]3)=[CH:18][C:16]=2[N:17]=1. The catalyst class is: 14. (2) Reactant: [NH2:1][C:2]([N:4]1[C:12]2[C:7](=[CH:8][CH:9]=[CH:10][CH:11]=2)[CH:6]=[C:5]1[C:13]1[S:17][CH:16]=[C:15]([NH:18]C(=O)OC(C)(C)C)[CH:14]=1)=[O:3].FC(F)(F)C(O)=O. Product: [NH2:18][C:15]1[CH:14]=[C:13]([C:5]2[N:4]([C:2]([NH2:1])=[O:3])[C:12]3[C:7]([CH:6]=2)=[CH:8][CH:9]=[CH:10][CH:11]=3)[S:17][CH:16]=1. The catalyst class is: 2.